Dataset: CYP2C19 inhibition data for predicting drug metabolism from PubChem BioAssay. Task: Regression/Classification. Given a drug SMILES string, predict its absorption, distribution, metabolism, or excretion properties. Task type varies by dataset: regression for continuous measurements (e.g., permeability, clearance, half-life) or binary classification for categorical outcomes (e.g., BBB penetration, CYP inhibition). Dataset: cyp2c19_veith. (1) The molecule is COc1ccc2c(c1)CC[C@@H]1[C@@H]3CC[C@@H](NCCCCCCN4C(=O)C=CC4=O)[C@@]3(C)CC[C@@H]21. The result is 0 (non-inhibitor). (2) The compound is O=C(c1ccncc1)N1CCC2(CCN(Cc3nccs3)CC2)CC1. The result is 0 (non-inhibitor). (3) The compound is CSc1nc(C)cc(Nc2ccc(O)c(CN3CCOCC3)c2)n1. The result is 0 (non-inhibitor). (4) The compound is COc1cccc(NC(=O)c2oc3ccccc3c2NC(=O)c2ccc3c(c2)OCO3)c1. The result is 1 (inhibitor). (5) The compound is Cn1c([N+](=O)[O-])cnc1COC(N)=O. The result is 0 (non-inhibitor). (6) The compound is CC(=O)N1CCC[C@@]2(CCN(c3ccccc3)C2)C1. The result is 0 (non-inhibitor).